This data is from CYP3A4 inhibition data for predicting drug metabolism from PubChem BioAssay. The task is: Regression/Classification. Given a drug SMILES string, predict its absorption, distribution, metabolism, or excretion properties. Task type varies by dataset: regression for continuous measurements (e.g., permeability, clearance, half-life) or binary classification for categorical outcomes (e.g., BBB penetration, CYP inhibition). Dataset: cyp3a4_veith. (1) The drug is O=C1/C(=C/c2cccnc2)SC(=S)N1Cc1ccco1. The result is 1 (inhibitor). (2) The drug is O=C(CSCc1ccccc1Cl)NNC(=S)Nc1ccccc1. The result is 1 (inhibitor). (3) The drug is N#CCCn1c(=O)c(-c2ccccc2)nc2cnc(Oc3ccccc3)nc21. The result is 0 (non-inhibitor). (4) The molecule is COc1ccc(Oc2ncc3nc(-c4cccc(C#N)c4)c(=O)n(C)c3n2)cc1. The result is 1 (inhibitor). (5) The compound is c1ccc(N2CCC3(CCNCC3)CC2)cc1. The result is 0 (non-inhibitor). (6) The compound is CN(C)CCNC(=O)Cn1nc(-c2ccc(Cl)cc2)ccc1=O. The result is 0 (non-inhibitor). (7) The molecule is Cc1ccc2c(CC(=O)OCc3cc(=O)n4c(n3)sc3ccccc34)coc2c1. The result is 1 (inhibitor).